From a dataset of Reaction yield outcomes from USPTO patents with 853,638 reactions. Predict the reaction yield, written as a fraction of the theoretical maximum amount of product (1.0 means a 100% yield; for example, 0.34 means a 34% yield). (1) The reactants are [CH3:1][O:2][C:3]1[CH:4]=[C:5]([C:9]2[C:13]3=[N:14][C:15]([C:18]4[O:22][C:21]([NH2:23])=[N:20][N:19]=4)=[CH:16][CH:17]=[C:12]3[N:11](S(C3C=CC(C)=CC=3)(=O)=O)[CH:10]=2)[CH:6]=[N:7][CH:8]=1.[OH-].[Na+]. The catalyst is CCO. The product is [CH3:1][O:2][C:3]1[CH:4]=[C:5]([C:9]2[C:13]3=[N:14][C:15]([C:18]4[O:22][C:21]([NH2:23])=[N:20][N:19]=4)=[CH:16][CH:17]=[C:12]3[NH:11][CH:10]=2)[CH:6]=[N:7][CH:8]=1. The yield is 0.150. (2) The yield is 0.930. The catalyst is ClCCl. The reactants are [CH2:1]([O:7][C:8]1[CH:15]=[CH:14][C:11]([CH:12]=O)=[CH:10][CH:9]=1)[CH2:2][CH2:3][CH2:4][CH2:5][CH3:6].[CH3:16][O:17][C:18](=[O:39])[CH:19]=P(C1C=CC=CC=1)(C1C=CC=CC=1)C1C=CC=CC=1. The product is [CH3:16][O:17][C:18](=[O:39])/[CH:19]=[CH:12]/[C:11]1[CH:14]=[CH:15][C:8]([O:7][CH2:1][CH2:2][CH2:3][CH2:4][CH2:5][CH3:6])=[CH:9][CH:10]=1. (3) The reactants are [ClH:1].C(OC(=O)[NH:8][C@H:9]([C:13]([N:15]1[CH2:20][CH2:19][CH:18]([O:21][C:22]2[CH:23]=[N:24][CH:25]=[CH:26][CH:27]=2)[CH2:17][CH2:16]1)=[O:14])[CH:10]([CH3:12])[CH3:11])(C)(C)C. The catalyst is C(O)C. The product is [ClH:1].[ClH:1].[CH3:11][CH:10]([CH3:12])[C@H:9]([NH2:8])[C:13](=[O:14])[N:15]1[CH2:20][CH2:19][CH:18]([O:21][C:22]2[CH:23]=[N:24][CH:25]=[CH:26][CH:27]=2)[CH2:17][CH2:16]1. The yield is 1.00. (4) The reactants are [Cl:1][C:2]1[N:7]=[C:6](Cl)[CH:5]=[CH:4][N:3]=1.[OH:9][C:10]1[CH:37]=[CH:36][CH:35]=[CH:34][C:11]=1[CH2:12][NH:13][C:14]([NH:16][C:17]1[N:21]([C:22]2[CH:27]=[CH:26][CH:25]=[C:24]([O:28][CH3:29])[CH:23]=2)[N:20]=[C:19]([C:30]([CH3:33])([CH3:32])[CH3:31])[CH:18]=1)=[O:15].[OH-].[Na+].[Cl-].[NH4+]. The catalyst is CC(C)=O. The product is [Cl:1][C:2]1[N:7]=[C:6]([O:9][C:10]2[CH:37]=[CH:36][CH:35]=[CH:34][C:11]=2[CH2:12][NH:13][C:14]([NH:16][C:17]2[N:21]([C:22]3[CH:27]=[CH:26][CH:25]=[C:24]([O:28][CH3:29])[CH:23]=3)[N:20]=[C:19]([C:30]([CH3:31])([CH3:32])[CH3:33])[CH:18]=2)=[O:15])[CH:5]=[CH:4][N:3]=1. The yield is 0.950. (5) The reactants are [Cl:1][C:2]1[C:3]([CH:8]2[CH2:13][CH2:12][CH2:11][CH:10]([C:14]3[C:19]([Cl:20])=[CH:18][CH:17]=[CH:16][N:15]=3)[NH:9]2)=[N:4][CH:5]=[CH:6][CH:7]=1.[CH3:21][O:22][C:23](=[O:34])[C:24]1[CH:29]=[C:28]([C:30]#[N:31])[CH:27]=[CH:26][C:25]=1[CH2:32]Br.CCN(C(C)C)C(C)C. The catalyst is CN(C=O)C. The product is [CH3:21][O:22][C:23](=[O:34])[C:24]1[CH:29]=[C:28]([C:30]#[N:31])[CH:27]=[CH:26][C:25]=1[CH2:32][N:9]1[CH:10]([C:14]2[C:19]([Cl:20])=[CH:18][CH:17]=[CH:16][N:15]=2)[CH2:11][CH2:12][CH2:13][CH:8]1[C:3]1[C:2]([Cl:1])=[CH:7][CH:6]=[CH:5][N:4]=1. The yield is 0.820. (6) The reactants are F[P-](F)(F)(F)(F)F.N1(O[P+](N2CCCC2)(N2CCCC2)N2CCCC2)C2C=CC=CC=2N=N1.[C:34]1([CH:40]([C:63]2[CH:68]=[CH:67][CH:66]=[CH:65][CH:64]=2)[CH2:41][N:42]2[C:46]([CH2:47][C:48]3[CH:57]=[CH:56][C:55]4[C:50](=[CH:51][CH:52]=[CH:53][CH:54]=4)[CH:49]=3)=[N:45][N:44]=[C:43]2[S:58][CH2:59][C:60]([OH:62])=O)[CH:39]=[CH:38][CH:37]=[CH:36][CH:35]=1.C(N(C(C)C)CC)(C)C.[CH3:78][N:79]1[CH2:84][CH2:83][N:82]([CH2:85][CH2:86][CH2:87][NH2:88])[CH2:81][CH2:80]1. The catalyst is ClCCl. The product is [C:34]1([CH:40]([C:63]2[CH:68]=[CH:67][CH:66]=[CH:65][CH:64]=2)[CH2:41][N:42]2[C:46]([CH2:47][C:48]3[CH:57]=[CH:56][C:55]4[C:50](=[CH:51][CH:52]=[CH:53][CH:54]=4)[CH:49]=3)=[N:45][N:44]=[C:43]2[S:58][CH2:59][C:60]([NH:88][CH2:87][CH2:86][CH2:85][N:82]2[CH2:81][CH2:80][N:79]([CH3:78])[CH2:84][CH2:83]2)=[O:62])[CH:35]=[CH:36][CH:37]=[CH:38][CH:39]=1. The yield is 0.110. (7) The reactants are [Cl:1][C:2]1[C:7](=[O:8])[N:6]([C:9]2[CH:10]=[C:11]([CH:16]=[CH:17][C:18]=2[CH3:19])[C:12]([O:14][CH3:15])=[O:13])[C:5](S(C)(=O)=O)=[N:4][C:3]=1[O:24][CH2:25][C:26]1[CH:31]=[CH:30][C:29]([F:32])=[CH:28][C:27]=1[F:33].[CH2:34]([NH2:37])[CH:35]=[CH2:36].C(OCC)(=O)C. The catalyst is CN(C1C=CN=CC=1)C.O1CCOCC1. The product is [CH2:34]([NH:37][C:5]1[N:6]([C:9]2[CH:10]=[C:11]([CH:16]=[CH:17][C:18]=2[CH3:19])[C:12]([O:14][CH3:15])=[O:13])[C:7](=[O:8])[C:2]([Cl:1])=[C:3]([O:24][CH2:25][C:26]2[CH:31]=[CH:30][C:29]([F:32])=[CH:28][C:27]=2[F:33])[N:4]=1)[CH:35]=[CH2:36]. The yield is 0.410. (8) The reactants are [CH:1]12[CH2:10][CH:5]3[CH2:6][CH:7]([CH2:9][CH:3]([CH2:4]3)[CH:2]1[O:11][CH2:12][C:13]([CH:19]1[CH2:24][CH2:23][CH2:22][CH2:21][CH2:20]1)([CH2:16][O:17][CH3:18])[CH2:14][OH:15])[CH2:8]2.[H-].[Na+].CI.[CH3:29]CCCCC.C(OCC)(=O)C. The catalyst is C1COCC1. The product is [CH:3]12[CH2:4][CH:5]3[CH2:6][CH:7]([CH2:8][CH:1]([CH2:10]3)[CH:2]1[O:11][CH2:12][C:13]([CH:19]1[CH2:20][CH2:21][CH2:22][CH2:23][CH2:24]1)([CH2:14][O:15][CH3:29])[CH2:16][O:17][CH3:18])[CH2:9]2. The yield is 0.910. (9) The reactants are [Cl:1][C:2]1[C:7](I)=[CH:6][N:5]=[CH:4][N:3]=1.[Cl:9][C:10]1[CH:19]=[C:18]2[C:13]([CH2:14][CH2:15][N:16]([C:28]([O:30][C:31]([CH3:34])([CH3:33])[CH3:32])=[O:29])[CH:17]2[C:20]2[CH:24]=[C:23]([CH:25]=[O:26])[S:22][C:21]=2[CH3:27])=[CH:12][CH:11]=1.[Li]CCCC.CCCCCC. The catalyst is CC1CCCO1. The product is [Cl:9][C:10]1[CH:19]=[C:18]2[C:13]([CH2:14][CH2:15][N:16]([C:28]([O:30][C:31]([CH3:34])([CH3:33])[CH3:32])=[O:29])[CH:17]2[C:20]2[CH:24]=[C:23]([CH:25]([C:7]3[C:2]([Cl:1])=[N:3][CH:4]=[N:5][CH:6]=3)[OH:26])[S:22][C:21]=2[CH3:27])=[CH:12][CH:11]=1. The yield is 0.790. (10) The product is [CH2:26]([O:2][C:1]([C:4]1[O:8][C:7]([C:9]2[C:17]3[C:12](=[CH:13][CH:14]=[CH:15][CH:16]=3)[N:11]([CH2:18][CH2:19][C:20]3[CH:25]=[CH:24][CH:23]=[CH:22][CH:21]=3)[N:10]=2)=[CH:6][CH:5]=1)=[O:3])[CH3:27]. The yield is 0.460. The catalyst is ClCCl.CCCCCC.O. The reactants are [C:1]([C:4]1[O:8][C:7]([C:9]2[C:17]3[C:12](=[CH:13][CH:14]=[CH:15][CH:16]=3)[N:11]([CH2:18][CH2:19][C:20]3[CH:25]=[CH:24][CH:23]=[CH:22][CH:21]=3)[N:10]=2)=[CH:6][CH:5]=1)([OH:3])=[O:2].[CH2:26](O)[CH3:27].C1(C)C=CC=CC=1.S(=O)(=O)(O)O.